This data is from Peptide-MHC class I binding affinity with 185,985 pairs from IEDB/IMGT. The task is: Regression. Given a peptide amino acid sequence and an MHC pseudo amino acid sequence, predict their binding affinity value. This is MHC class I binding data. (1) The binding affinity (normalized) is 0.0924. The MHC is HLA-B57:01 with pseudo-sequence HLA-B57:01. The peptide sequence is AEWDRVHPV. (2) The peptide sequence is RLNNPVILSK. The MHC is HLA-A33:01 with pseudo-sequence HLA-A33:01. The binding affinity (normalized) is 0. (3) The peptide sequence is KLTQGRQTY. The MHC is HLA-B44:02 with pseudo-sequence HLA-B44:02. The binding affinity (normalized) is 0.0847. (4) The peptide sequence is VDPNANPNA. The MHC is H-2-Kk with pseudo-sequence H-2-Kk. The binding affinity (normalized) is 0.0929. (5) The peptide sequence is FNKKTFDHTL. The MHC is H-2-Db with pseudo-sequence H-2-Db. The binding affinity (normalized) is 0.0633. (6) The binding affinity (normalized) is 0.686. The MHC is Mamu-B17 with pseudo-sequence Mamu-B17. The peptide sequence is YCSYQSFSFW.